Regression. Given a target protein amino acid sequence and a drug SMILES string, predict the binding affinity score between them. We predict pIC50 (pIC50 = -log10(IC50 in M); higher means more potent). Dataset: bindingdb_ic50. From a dataset of Drug-target binding data from BindingDB using IC50 measurements. (1) The small molecule is CCOc1ccc(N2CCN(c3noc(C4(NC(C)=O)CCC4)n3)[C@@H](C)C2)c(C)c1. The target protein (Q5SWU9) has sequence MDEPSPLAKTLELNQHSRFIIGSVSEDNSEDEISNLVKLDLEEKEGSLSPASVSSDTLSDLGISGLQDGLAFHMRSSMSGLHLVKQGRDRKKIDSQRDFTVASPAEFVTRFGGNKVIEKVLIANNGIAAVKCMRSIRRWSYEMFRNERAIRFVVMVTPEDLKANAEYIKMADHYVPVPGGPNNNNYANVELILDIAKRIPVQAVWAGWGHASENPKLPELLLKNGIAFMGPPSQAMWALGDKIASSIVAQTAGIPTLPWSGSGLRVDWQENDFSKRILNVPQDLYEKGYVKDVDDGLKAAEEVGYPVMIKASEGGGGKGIRKVNNADDFPNLFRQVQAEVPGSPIFVMRLAKQSRHLEVQILADQYGNAISLFGRDCSVQRRHQKIIEEAPAAIATPAVFEHMEQCAVKLAKMVGYVSAGTVEYLYSQDGSFYFLELNPRLQVEHPCTEMVADVNLPAAQLQIAMGIPLFRIKDIRMMYGVSPWGDAPIDFENSAHVPCP.... The pIC50 is 6.4. (2) The compound is O=C(O)CCNc1cc(N2CCc3ccccc3CC2)nc(-c2ccccn2)n1. The target protein (Q7LBC6) has sequence MADAAASPVGKRLLLLFADTAASASASAPAAAAASGDPGPALRTRAWRAGTVRAMSGAVPQDLAIFVEFDGCNWKQHSWVKVHAEEVIVLLLEGSLVWAPREDPVLLQGIRVSIAQWPALTFTPLVDKLGLGSVVPVEYLLDRELRFLSDANGLHLFQMGTDSQNQILLEHAALRETVNALISDQKLQEIFSRGPYSVQGHRVKIYQPEGEEGWLYGVVSHQDSITRLMEVSVTESGEIKSVDPRLIHVMLMDNSAPQSEGGTLKAVKSSKGKKKRESIEGKDGRRRKSASDSGCDPASKKLKGDRGEVDSNGSDGGEASRGPWKGGNASGEPGLDQRAKQPPSTFVPQINRNIRFATYTKENGRTLVVQDEPVGGDTPASFTPYSTATGQTPLAPEVGGAENKEAGKTLEQVGQGIVASAAVVTTASSTPNTVRISDTGLAAGTVPEKQKGSRSQASGENSRNSILASSGFGAPLPSSSQPLTFGSGRSQSNGVLATEN.... The pIC50 is 4.6. (3) The compound is COc1cc2c(cc1OC)C1CC(=O)C(CC(C)C)CN1CC2. The target protein sequence is MALSDLVLLRWLRDSRHSRKLILFIVFLALLLDNMLLTVVVPIIPSYLYSIKHEKNSTEIQTTRPELVVSTSESIFSYYNNSTVLITGNATGTLPGGQSHKATSTQHTVANTTVPSDCPSEDRDLLNENVQVGLLFASKATVQLLTNPFIGLLTNRIGYPIPMFAGFCIMFISTVMFAFSSSYAFLLIARSLQGIGSSCSSVAGMGMLASVYTDDEERGKPMGIALGGLAMGVLVGPPFGSVLYEFVGKTAPFLVLAALVLLDGAIQLFVLQPSRVQPESQKGTPLTTLLKDPYILIAAGSICFANMGIAMLELALPIWMMETMCSRKWQLGVAFLPASISYLIGTNIFGILAHKMGRWLCALLGMVIVGISILCIPFAKNIYGLIAPNFGVGFAIGMVDSSMMPIMGYLVDLRHVSVYGSVYAIADVAFCMGYAIGPSAGGAIAKAIGFPWLMTIIGIIDIAFAPLCFFLRSPPAKEEKMAILMDHNCPIKRKMYTQNN.... The pIC50 is 6.7. (4) The drug is O=c1[nH]c(COCCc2ccc(F)cc2)nc2ncccc12. The target protein (P49019) has sequence MNRHHLQDHFLEIDKKNCCVFRDDFIAKVLPPVLGLEFIFGLLGNGLALWIFCFHLKSWKSSRIFLFNLAVADFLLIICLPFVMDYYVRRSDWKFGDIPCRLVLFMFAMNRQGSIIFLTVVAVDRYFRVVHPHHALNKISNWTAAIISCLLWGITVGLTVHLLKKKLLIQNGTANVCISFSICHTFRWHEAMFLLEFFLPLGIILFCSARIIWSLRQRQMDRHAKIKRAITFIMVVAIVFVICFLPSVVVRIHIFWLLHTSGTQNCEVYRSVDLAFFITLSFTYMNSMLDPVVYYFSSPSFPNFFSTLINRCLQRKITGEPDNNRSTSVELTGDPNKTRGAPEALIANSGEPWSPSYLGPTSNNHSKKGHCHQEPASLEKQLGCCIE. The pIC50 is 4.3. (5) The compound is Cc1ccc2ccc(N3CCC(Oc4ncccc4C4CCOCC4)CC3)nc2c1. The target protein (Q9QYJ6) has sequence MEDGPSNNASCFRRLTECFLSPSLTDEKVKAYLSLHPQVLDEFVSESVSAETVEKWLKRKNNKAEDEPSPKEVSRYQDTNMQGVVYELNSYIEQRLDTGGDNHLLLYELSSIIRIATKADGFALYFLGECNNSLCVFTPPGMKEGQPRLIPAGPITQGTTISAYVAKSRKTLLVEDILGDERFPRGTGLESGTRIQSVLCLPIVTAIGDLIGILELYRHWGKEAFCLSHQEVATANLAWASVAIHQVQVCRGLAKQTELNDFLLDVSKTYFDNIVAIDSLLEHIMIYAKNLVNADRCALFQVDHKNKELYSDLFDIGEEKEGKPVFKKTKEIRFSIEKGIAGQVARTGEVLNIPDAYADPRFNREVDLYTGYTTRNILCMPIVSRGSVIGVVQMVNKISGSAFSKTDENNFKMFAVFCALALHCANMYHRIRHSECIYRVTMEKLSYHSICTSEEWQGLMHFNLPARICRDIELFHFDIGPFENMWPGIFVYMIHRSCGT.... The pIC50 is 6.6. (6) The drug is COc1ccc(CNc2ccc(C(F)(F)F)c(O[C@H]3CCN(C)C3)c2)cc1. The pIC50 is 5.5. The target protein (Q9UKP6) has sequence MALTPESPSSFPGLAATGSSVPEPPGGPNATLNSSWASPTEPSSLEDLVATGTIGTLLSAMGVVGVVGNAYTLVVTCRSLRAVASMYVYVVNLALADLLYLLSIPFIVATYVTKEWHFGDVGCRVLFGLDFLTMHASIFTLTVMSSERYAAVLRPLDTVQRPKGYRKLLALGTWLLALLLTLPVMLAMRLVRRGPKSLCLPAWGPRAHRAYLTLLFATSIAGPGLLIGLLYARLARAYRRSQRASFKRARRPGARALRLVLGIVLLFWACFLPFWLWQLLAQYHQAPLAPRTARIVNYLTTCLTYGNSCANPFLYTLLTRNYRDHLRGRVRGPGSGGGRGPVPSLQPRARFQRCSGRSLSSCSPQPTDSLVLAPAAPARPAPEGPRAPA. (7) The small molecule is CN1CC(=O)N2[C@H](Cc3c([nH]c4ccccc34)[C@H]2c2ccc3c(c2)OCO3)C1=O. The target protein sequence is QAPLHLLDEDYLGQARHMLSKVGMWDFDIFLFDRLTNGNSLVTLLCHLFNTHGLIHHFKLDMVTLHRFLVMVQEDYHSQNPYHNAVHAADVTQAMHCYLKEPKLASFLTPLDIMLGLLAAAAHDVDHPGVNQPFLIKTNHHLANLYQNMSVLENHHWRSTIGMLRESRLLAHLPKEMTQDIEQQLGSLILATDINRQNEFLTRLKAHLHNKDLRLEDAQDRHFMLQIALKCADICNPCRIWEMSKQWSERVCEEFYRQGELEQKFELEISPLCNQQKDSIPSIQIGFMSYIVEPLFREWAHFTGNSTLSENMLGHLAHNKAQWKSLLPRQHRSRGSSGSGPDHDHAGQGTESEEQEGDSP. The pIC50 is 4.1.